Predict the product of the given reaction. From a dataset of Forward reaction prediction with 1.9M reactions from USPTO patents (1976-2016). (1) Given the reactants Cl.[CH:2]1([C:6]2[CH:45]=[CH:44][C:9]3[NH:10][C:11]([CH2:13][CH2:14][CH:15]4[CH2:18][CH:17]([N:19]([CH2:23][C@@H:24]5[C@H:28]6[O:29]C(C)(C)[O:31][C@H:27]6[C@H:26]([N:34]6[CH:42]=[N:41][C:40]7[C:35]6=[N:36][CH:37]=[N:38][C:39]=7[NH2:43])[O:25]5)[CH:20]([CH3:22])[CH3:21])[CH2:16]4)=[N:12][C:8]=3[CH:7]=2)[CH2:5][CH2:4][CH2:3]1.N, predict the reaction product. The product is: [NH2:43][C:39]1[N:38]=[CH:37][N:36]=[C:35]2[C:40]=1[N:41]=[CH:42][N:34]2[C@H:26]1[C@H:27]([OH:31])[C@H:28]([OH:29])[C@@H:24]([CH2:23][N:19]([CH:17]2[CH2:18][CH:15]([CH2:14][CH2:13][C:11]3[NH:10][C:9]4[CH:44]=[CH:45][C:6]([CH:2]5[CH2:5][CH2:4][CH2:3]5)=[CH:7][C:8]=4[N:12]=3)[CH2:16]2)[CH:20]([CH3:22])[CH3:21])[O:25]1. (2) Given the reactants Cl[C:2]1[O:3][C:4]2[CH:10]=[C:9]([Cl:11])[CH:8]=[CH:7][C:5]=2[N:6]=1.[CH2:12]([N:19]1[CH2:23][CH2:22][C@@H:21]([NH:24][CH3:25])[CH2:20]1)[C:13]1[CH:18]=[CH:17][CH:16]=[CH:15][CH:14]=1.CCN(CC)CC, predict the reaction product. The product is: [CH2:12]([N:19]1[CH2:23][CH2:22][C@@H:21]([N:24]([C:2]2[O:3][C:4]3[CH:10]=[C:9]([Cl:11])[CH:8]=[CH:7][C:5]=3[N:6]=2)[CH3:25])[CH2:20]1)[C:13]1[CH:14]=[CH:15][CH:16]=[CH:17][CH:18]=1.